The task is: Predict the reaction yield, written as a fraction of the theoretical maximum amount of product (1.0 means a 100% yield; for example, 0.34 means a 34% yield).. This data is from Reaction yield outcomes from USPTO patents with 853,638 reactions. The catalyst is O1CCOCC1. The yield is 0.798. The product is [ClH:1].[ClH:1].[CH3:31][C@H:11]1[C:12]2[C:17]([N:18]3[CH2:19][CH2:20][NH:21][CH2:22][CH2:23]3)=[N:16][CH:15]=[N:14][C:13]=2[C@H:9]([OH:8])[CH2:10]1. The reactants are [ClH:1].O1CCOCC1.[OH:8][C@H:9]1[C:13]2[N:14]=[CH:15][N:16]=[C:17]([N:18]3[CH2:23][CH2:22][N:21](C(OC(C)(C)C)=O)[CH2:20][CH2:19]3)[C:12]=2[C@H:11]([CH3:31])[CH2:10]1.